Predict the reactants needed to synthesize the given product. From a dataset of Full USPTO retrosynthesis dataset with 1.9M reactions from patents (1976-2016). (1) Given the product [C:24]([NH:28][C:29]([N:13]1[CH2:14][CH:9]([C:6]2[CH:5]=[CH:4][C:3]([CH2:1][CH3:2])=[CH:8][CH:7]=2)[CH2:10][CH:11]([C:15]([NH:17][C:18]2[CH:19]=[CH:20][CH:21]=[CH:22][CH:23]=2)=[O:16])[CH2:12]1)=[O:30])([CH3:27])([CH3:26])[CH3:25], predict the reactants needed to synthesize it. The reactants are: [CH2:1]([C:3]1[CH:8]=[CH:7][C:6]([CH:9]2[CH2:14][NH:13][CH2:12][CH:11]([C:15]([NH:17][C:18]3[CH:23]=[CH:22][CH:21]=[CH:20][CH:19]=3)=[O:16])[CH2:10]2)=[CH:5][CH:4]=1)[CH3:2].[C:24]([N:28]=[C:29]=[O:30])([CH3:27])([CH3:26])[CH3:25]. (2) Given the product [ClH:1].[ClH:1].[NH:12]([C:10]1[CH:11]=[C:6]([CH:7]=[C:8]([NH:30][C:31]([NH2:40])=[NH:32])[CH:9]=1)[CH2:5][O:4][P:2](=[O:3])([OH:56])[OH:57])[C:13]([NH2:22])=[NH:14], predict the reactants needed to synthesize it. The reactants are: [ClH:1].[P:2]([O-:57])([O-:56])([O:4][C:5](C(C)(C)C)(C(C)(C)C)[C:6]1[CH:11]=[C:10]([N:12](C(OC(C)(C)C)=O)[C:13]([NH2:22])=[N:14]C(OC(C)(C)C)=O)[CH:9]=[C:8]([N:30](C(OC(C)(C)C)=O)[C:31]([NH2:40])=[N:32]C(OC(C)(C)C)=O)[CH:7]=1)=[O:3]. (3) The reactants are: [C:1]([O:7][C:8]([CH3:11])([CH3:10])[CH3:9])(=[O:6])[CH2:2][C:3]([CH3:5])=[O:4].[H-].[Na+].C([Li])CCC.[Br:19][C:20]1[CH:27]=[CH:26][C:23]([CH2:24]Br)=[CH:22][CH:21]=1. Given the product [C:8]([O:7][C:1](=[O:6])[CH2:2][C:3](=[O:4])[CH2:5][CH2:24][C:23]1[CH:26]=[CH:27][C:20]([Br:19])=[CH:21][CH:22]=1)([CH3:11])([CH3:10])[CH3:9], predict the reactants needed to synthesize it. (4) Given the product [CH2:14]([C:13]1[N:9]=[C:8]([C:3]2[CH:4]=[CH:5][CH:6]=[CH:7][C:2]=2[NH2:1])[S:10][CH:12]=1)[CH2:15][CH2:16][CH3:17], predict the reactants needed to synthesize it. The reactants are: [NH2:1][C:2]1[CH:7]=[CH:6][CH:5]=[CH:4][C:3]=1[C:8](=[S:10])[NH2:9].Br[CH2:12][C:13](=O)[CH2:14][CH2:15][CH2:16][CH3:17]. (5) Given the product [CH3:26][C:23]1[N:22]([CH:27]([CH3:29])[CH3:28])[C:21]([C:19]2[CH:18]=[CH:17][N:16]=[C:15]([NH:14][CH:11]3[CH2:12][CH2:13][N:8]([S:5]([CH2:4][CH2:3][CH2:2][OH:32])(=[O:7])=[O:6])[CH2:9][CH2:10]3)[N:20]=2)=[CH:25][N:24]=1, predict the reactants needed to synthesize it. The reactants are: Cl[CH2:2][CH2:3][CH2:4][S:5]([N:8]1[CH2:13][CH2:12][CH:11]([NH:14][C:15]2[N:20]=[C:19]([C:21]3[N:22]([CH:27]([CH3:29])[CH3:28])[C:23]([CH3:26])=[N:24][CH:25]=3)[CH:18]=[CH:17][N:16]=2)[CH2:10][CH2:9]1)(=[O:7])=[O:6].C([O-])(=[O:32])C.[Na+].[I-].[Na+].